From a dataset of Full USPTO retrosynthesis dataset with 1.9M reactions from patents (1976-2016). Predict the reactants needed to synthesize the given product. (1) Given the product [Cl:1][C:2]1[CH:28]=[CH:27][C:5]([O:6][C:7]2[CH:12]=[CH:11][C:10](/[C:13](/[C:15]3[CH:20]=[C:19]([O:21][CH3:22])[CH:18]=[CH:17][C:16]=3[F:23])=[N:30]/[OH:31])=[C:9]([CH2:24][CH2:25][CH3:26])[CH:8]=2)=[CH:4][CH:3]=1, predict the reactants needed to synthesize it. The reactants are: [Cl:1][C:2]1[CH:28]=[CH:27][C:5]([O:6][C:7]2[CH:12]=[CH:11][C:10]([C:13]([C:15]3[CH:20]=[C:19]([O:21][CH3:22])[CH:18]=[CH:17][C:16]=3[F:23])=O)=[C:9]([CH2:24][CH2:25][CH3:26])[CH:8]=2)=[CH:4][CH:3]=1.Cl.[NH2:30][OH:31].C([O-])(=O)C.[Na+]. (2) Given the product [CH3:17][O:16][C:13](=[O:23])[CH2:12][C:6]1[CH:7]=[N:8][C:9]([CH2:10][CH3:11])=[C:4]([CH2:1][CH:2]=[CH2:3])[CH:5]=1, predict the reactants needed to synthesize it. The reactants are: [CH2:1]([C:4]1[CH:5]=[C:6]([CH2:12][C:13]#N)[CH:7]=[N:8][C:9]=1[CH2:10][CH3:11])[CH:2]=[CH2:3].Cl.[O:16]1CCOC[CH2:17]1.C([O-])(O)=[O:23].[Na+]. (3) Given the product [CH3:10][O:9][C:7]1[CH:6]=[C:5]([CH2:11][NH:12][C:13]([C:16]2[CH:17]=[CH:18][C:19]([N:22]3[CH2:23][CH2:24][N:25]([C:28]([O:30][C:31]([CH3:34])([CH3:33])[CH3:32])=[O:29])[CH2:26][CH2:27]3)=[CH:20][CH:21]=2)=[O:14])[CH:4]=[C:3]([O:2][CH3:1])[CH:8]=1, predict the reactants needed to synthesize it. The reactants are: [CH3:1][O:2][C:3]1[CH:4]=[C:5]([CH2:11][NH2:12])[CH:6]=[C:7]([O:9][CH3:10])[CH:8]=1.[C:13]([C:16]1[CH:21]=[CH:20][C:19]([N:22]2[CH2:27][CH2:26][N:25]([C:28]([O:30][C:31]([CH3:34])([CH3:33])[CH3:32])=[O:29])[CH2:24][CH2:23]2)=[CH:18][CH:17]=1)(O)=[O:14].CCN=C=NCCCN(C)C.C1C=CC2N(O)N=NC=2C=1. (4) Given the product [Cl:33][C:3]1[CH:4]=[C:5]([O:6][C:7]2[C:8]3[CH:15]=[C:14]([C:16]4[CH:17]=[CH:18][C:19]([O:22][CH2:36][CH2:37][CH2:38][N:39]([CH2:42][CH3:43])[CH2:40][CH3:41])=[CH:20][CH:21]=4)[N:13]([CH2:23][O:24][CH2:25][CH2:26][Si:27]([CH3:28])([CH3:29])[CH3:30])[C:9]=3[N:10]=[CH:11][N:12]=2)[CH:31]=[CH:32][C:2]=1[NH2:1], predict the reactants needed to synthesize it. The reactants are: [NH2:1][C:2]1[CH:32]=[CH:31][C:5]([O:6][C:7]2[C:8]3[CH:15]=[C:14]([C:16]4[CH:21]=[CH:20][C:19]([OH:22])=[CH:18][CH:17]=4)[N:13]([CH2:23][O:24][CH2:25][CH2:26][Si:27]([CH3:30])([CH3:29])[CH3:28])[C:9]=3[N:10]=[CH:11][N:12]=2)=[CH:4][C:3]=1[Cl:33].Cl.Cl[CH2:36][CH2:37][CH2:38][N:39]([CH2:42][CH3:43])[CH2:40][CH3:41].C(=O)([O-])[O-].[K+].[K+].O. (5) Given the product [F:8][C:4]1[CH:5]=[CH:6][CH:7]=[C:2]([F:1])[C:3]=1[CH:9]1[NH:14][C:13]2[CH:15]=[CH:16][C:17]([C:64]3[N:68]([CH2:69][CH3:70])[N:67]=[C:66]([C:71]4[CH:72]=[N:73][CH:74]=[CH:75][CH:76]=4)[N:65]=3)=[CH:18][C:12]=2[O:11][CH2:10]1, predict the reactants needed to synthesize it. The reactants are: [F:1][C:2]1[CH:7]=[CH:6][CH:5]=[C:4]([F:8])[C:3]=1[CH:9]1[NH:14][C:13]2[CH:15]=[CH:16][C:17](B3OC(C)(C)C(C)(C)O3)=[CH:18][C:12]=2[O:11][CH2:10]1.C([O-])([O-])=O.[K+].[K+].COC1C=CC=C(OC)C=1C1C=CC=CC=1P(C1CCCCC1)C1CCCCC1.Br[C:64]1[N:68]([CH2:69][CH3:70])[N:67]=[C:66]([C:71]2[CH:72]=[N:73][CH:74]=[CH:75][CH:76]=2)[N:65]=1. (6) Given the product [CH2:1]([NH:4][C:15](=[O:16])[O:14][C:10]([CH3:13])([CH3:12])[CH3:11])[C:2]#[CH:3], predict the reactants needed to synthesize it. The reactants are: [CH2:1]([NH2:4])[C:2]#[CH:3].C(=O)(O)[O-].[Na+].[C:10]([O:14][C:15](O[C:15]([O:14][C:10]([CH3:13])([CH3:12])[CH3:11])=[O:16])=[O:16])([CH3:13])([CH3:12])[CH3:11]. (7) The reactants are: [F:1][C:2]1[C:7]([CH:8]=[O:9])=[C:6]([OH:10])[C:5]([OH:11])=[CH:4][CH:3]=1.C[C:13]([CH3:16])([O-])[CH3:14].[Na+].[CH2:32](C(Br)CCOCCC(Br)[CH2:32][C:33]1[CH:38]=[CH:37][CH:36]=[CH:35][CH:34]=1)[C:33]1[CH:38]=[CH:37][CH:36]=[CH:35][CH:34]=1.CS(C)=[O:43]. Given the product [CH2:32]([O:43][CH2:14][CH2:13][CH2:16][O:11][C:5]1[C:6]([OH:10])=[C:7]([C:2]([F:1])=[CH:3][CH:4]=1)[CH:8]=[O:9])[C:33]1[CH:34]=[CH:35][CH:36]=[CH:37][CH:38]=1, predict the reactants needed to synthesize it. (8) Given the product [CH2:16]([N:14]1[CH:15]=[C:11]([CH2:9][OH:8])[C:12]([C:20]([F:22])([F:23])[F:21])=[N:13]1)[CH:17]([CH3:19])[CH3:18], predict the reactants needed to synthesize it. The reactants are: C1COCC1.C([O:8][C:9]([C:11]1[C:12]([C:20]([F:23])([F:22])[F:21])=[N:13][N:14]([CH2:16][CH:17]([CH3:19])[CH3:18])[CH:15]=1)=O)C.[H-].[Al+3].[Li+].[H-].[H-].[H-].[OH-].[Na+]. (9) The reactants are: O[C:2]1[C:11]2[C:6](=[CH:7][CH:8]=[CH:9][CH:10]=2)[C:5]([N+:12]([O-:14])=[O:13])=[CH:4][N:3]=1.[Cl:15]CCCl.CC(O)C. Given the product [Cl:15][C:2]1[C:11]2[C:6](=[CH:7][CH:8]=[CH:9][CH:10]=2)[C:5]([N+:12]([O-:14])=[O:13])=[CH:4][N:3]=1, predict the reactants needed to synthesize it. (10) Given the product [F:1][C:2]([F:12])([F:11])[O:3][C:4]1[CH:9]=[CH:8][CH:7]=[CH:6][C:5]=1[C:18]1[S:19][C:15]([CH:13]=[O:14])=[CH:16][CH:17]=1, predict the reactants needed to synthesize it. The reactants are: [F:1][C:2]([F:12])([F:11])[O:3][C:4]1[CH:9]=[CH:8][CH:7]=[CH:6][C:5]=1Br.[CH:13]([C:15]1[S:19][C:18](B(O)O)=[CH:17][CH:16]=1)=[O:14].C1C=CC(P(C2C=CC=CC=2)C2C=CC=CC=2)=CC=1.C(=O)([O-])[O-].[Na+].[Na+].